Predict the reaction yield, written as a fraction of the theoretical maximum amount of product (1.0 means a 100% yield; for example, 0.34 means a 34% yield). From a dataset of Reaction yield outcomes from USPTO patents with 853,638 reactions. (1) The reactants are Cl.[CH:2]12[CH2:11][CH:6]3[CH2:7][CH:8]([CH2:10][CH:4]([CH2:5]3)[CH:3]1[NH:12][C:13](=[O:23])[CH2:14][N:15]1[CH2:20][CH2:19][CH2:18][NH:17][S:16]1(=[O:22])=[O:21])[CH2:9]2.C([O-])([O-])=O.[K+].[K+].Br[CH2:31][C:32]1[CH:37]=[CH:36][CH:35]=[CH:34][CH:33]=1. The catalyst is CN(C=O)C. The product is [CH:2]12[CH2:11][CH:6]3[CH2:7][CH:8]([CH2:10][CH:4]([CH2:5]3)[CH:3]1[NH:12][C:13](=[O:23])[CH2:14][N:15]1[CH2:20][CH2:19][CH2:18][N:17]([CH2:31][C:32]3[CH:37]=[CH:36][CH:35]=[CH:34][CH:33]=3)[S:16]1(=[O:22])=[O:21])[CH2:9]2. The yield is 0.940. (2) The reactants are C(=O)([O-])[O-].[K+].[K+].C1(=O)O[CH2:10][CH2:9][O:8]1.[Br:13][C:14]1[CH:19]=[CH:18][C:17]([OH:20])=[C:16]([O:21][CH3:22])[CH:15]=1.O. The catalyst is C1(C)C=CC=CC=1.C(OCC)(=O)C. The product is [Br:13][C:14]1[CH:19]=[CH:18][C:17]([O:20][CH2:10][CH2:9][OH:8])=[C:16]([O:21][CH3:22])[CH:15]=1. The yield is 0.826. (3) The reactants are [CH2:1]([N:8]1[CH2:13][CH2:12][C:11]([C:16]2[CH:21]=[CH:20][CH:19]=[CH:18][CH:17]=2)([C:14]#[N:15])[CH2:10][CH2:9]1)[C:2]1[CH:7]=[CH:6][CH:5]=[CH:4][CH:3]=1.[H-].[Al+3].[Li+].[H-].[H-].[H-]. The catalyst is C1COCC1. The product is [CH2:1]([N:8]1[CH2:9][CH2:10][C:11]([CH2:14][NH2:15])([C:16]2[CH:21]=[CH:20][CH:19]=[CH:18][CH:17]=2)[CH2:12][CH2:13]1)[C:2]1[CH:3]=[CH:4][CH:5]=[CH:6][CH:7]=1. The yield is 0.780. (4) The reactants are [Br:1][C:2]1[S:6][C:5]([C:7]([OH:9])=O)=[CH:4][CH:3]=1.C(Cl)(=O)C(Cl)=O.[Cl:16][C:17]1[CH:23]=[CH:22][CH:21]=[CH:20][C:18]=1[NH2:19].CCN(C(C)C)C(C)C.Cl.[Cl-].[Na+].O. The catalyst is C(Cl)Cl.CC(=O)OCC.CN(C=O)C. The product is [Br:1][C:2]1[S:6][C:5]([C:7]([NH:19][C:18]2[CH:20]=[CH:21][CH:22]=[CH:23][C:17]=2[Cl:16])=[O:9])=[CH:4][CH:3]=1. The yield is 0.920. (5) The reactants are O=[CH:2][CH2:3][C:4]1[CH:13]=[CH:12][CH:11]=[C:10]2[C:5]=1[CH:6]=[CH:7][C:8]1[N:9]2[CH:14]=[N:15][C:16]=1[C:17]([O:19][CH2:20][CH3:21])=[O:18].[CH3:22][C:23]1[CH:32]=[CH:31][C:30]2[C:25](=[CH:26][CH:27]=[CH:28][C:29]=2[N:33]2[CH2:38][CH2:37][NH:36][C@H:35](C)[CH2:34]2)[N:24]=1.C(O[BH-](OC(=O)C)OC(=O)C)(=O)C.[Na+].[Cl:54]CCCl. No catalyst specified. The product is [ClH:54].[ClH:54].[CH3:22][C:23]1[CH:32]=[CH:31][C:30]2[C:25](=[CH:26][CH:27]=[CH:28][C:29]=2[N:33]2[CH2:38][CH2:37][N:36]([CH2:2][CH2:3][C:4]3[CH:13]=[CH:12][CH:11]=[C:10]4[C:5]=3[CH:6]=[CH:7][C:8]3[N:9]4[CH:14]=[N:15][C:16]=3[C:17]([O:19][CH2:20][CH3:21])=[O:18])[CH2:35][CH2:34]2)[N:24]=1. The yield is 0.310.